Dataset: Catalyst prediction with 721,799 reactions and 888 catalyst types from USPTO. Task: Predict which catalyst facilitates the given reaction. The catalyst class is: 12. Product: [N:22]1[CH:23]=[CH:24][CH:25]=[CH:26][C:21]=1[C:20]1[O:27][C:2]2[CH2:8][CH2:7][CH2:6][N:5]([C:9]([O:11][CH2:12][C:13]3[CH:14]=[CH:15][CH:16]=[CH:17][CH:18]=3)=[O:10])[CH2:4][C:3]=2[N:19]=1. Reactant: O=[C:2]1[CH2:8][CH2:7][CH2:6][N:5]([C:9]([O:11][CH2:12][C:13]2[CH:18]=[CH:17][CH:16]=[CH:15][CH:14]=2)=[O:10])[CH2:4][CH:3]1[NH:19][C:20](=[O:27])[C:21]1[CH:26]=[CH:25][CH:24]=[CH:23][N:22]=1.P(Cl)(Cl)(Cl)(Cl)Cl.